This data is from Reaction yield outcomes from USPTO patents with 853,638 reactions. The task is: Predict the reaction yield, written as a fraction of the theoretical maximum amount of product (1.0 means a 100% yield; for example, 0.34 means a 34% yield). (1) The catalyst is S(=O)(=O)(O)O. The yield is 0.290. The reactants are C[O:2][CH:3](OC)[C:4]1[NH:5][C:6]([CH2:13][CH3:14])=[C:7]([C:9]([F:12])([F:11])[F:10])[N:8]=1. The product is [CH2:13]([C:6]1[NH:5][C:4]([CH:3]=[O:2])=[N:8][C:7]=1[C:9]([F:11])([F:12])[F:10])[CH3:14]. (2) The reactants are [CH2:1]([N:8]1[CH2:15][CH:14]2[CH:10]([C:11](=[O:20])[C:12]3[C:18](Br)=[CH:17][S:16][C:13]=32)[CH2:9]1)[C:2]1[CH:7]=[CH:6][CH:5]=[CH:4][CH:3]=1.[CH3:21][Zn]C.C1(C)C=CC=CC=1. The catalyst is O1CCOCC1.C1C=CC(P(C2C=CC=CC=2)[C-]2C=CC=C2)=CC=1.C1C=CC(P(C2C=CC=CC=2)[C-]2C=CC=C2)=CC=1.Cl[Pd]Cl.[Fe+2]. The product is [CH2:1]([N:8]1[CH2:15][CH:14]2[CH:10]([C:11](=[O:20])[C:12]3[C:18]([CH3:21])=[CH:17][S:16][C:13]=32)[CH2:9]1)[C:2]1[CH:7]=[CH:6][CH:5]=[CH:4][CH:3]=1. The yield is 0.970.